Dataset: Reaction yield outcomes from USPTO patents with 853,638 reactions. Task: Predict the reaction yield, written as a fraction of the theoretical maximum amount of product (1.0 means a 100% yield; for example, 0.34 means a 34% yield). (1) The reactants are Cl.[CH3:2][O:3][C:4]1[CH:9]=[CH:8][C:7]([NH:10][NH2:11])=[CH:6][CH:5]=1.C(N(CC)CC)C.[OH:19][C:20]1([C:30]#[C:31][C:32]([C:34]2[CH:39]=[CH:38][C:37]([CH3:40])=[CH:36][CH:35]=2)=O)[CH2:29][CH2:28][C:23]2([O:27][CH2:26][CH2:25][O:24]2)[CH2:22][CH2:21]1. The catalyst is C(O)C. The product is [CH3:2][O:3][C:4]1[CH:9]=[CH:8][C:7]([N:10]2[C:32]([C:34]3[CH:35]=[CH:36][C:37]([CH3:40])=[CH:38][CH:39]=3)=[CH:31][C:30]([C:20]3([OH:19])[CH2:29][CH2:28][C:23]4([O:24][CH2:25][CH2:26][O:27]4)[CH2:22][CH2:21]3)=[N:11]2)=[CH:6][CH:5]=1. The yield is 0.910. (2) The reactants are [NH2:1][C:2]1[CH:3]=[C:4]2[C:8](=[CH:9][CH:10]=1)[NH:7][C:6](=[O:11])[CH2:5]2.[CH3:12][O:13][C:14]([C:16]1[CH:24]=[CH:23][C:19]([C:20](Cl)=[O:21])=[CH:18][CH:17]=1)=[O:15]. The catalyst is N1C=CC=CC=1. The product is [CH3:12][O:13][C:14]([C:16]1[CH:24]=[CH:23][C:19]([C:20]([NH:1][C:2]2[CH:3]=[C:4]3[C:8](=[CH:9][CH:10]=2)[NH:7][C:6](=[O:11])[CH2:5]3)=[O:21])=[CH:18][CH:17]=1)=[O:15]. The yield is 0.810. (3) The reactants are [C:1]([C:3]1[C:12]2[C:7](=[CH:8][CH:9]=[CH:10][CH:11]=2)[C:6]([C:13]2[C:18]([S:19][CH2:20][C:21]([O:23]C)=[O:22])=[CH:17][N:16]=[CH:15][N:14]=2)=[CH:5][CH:4]=1)#[N:2].[OH-].[Na+]. The catalyst is CO. The product is [C:1]([C:3]1[C:12]2[C:7](=[CH:8][CH:9]=[CH:10][CH:11]=2)[C:6]([C:13]2[C:18]([S:19][CH2:20][C:21]([OH:23])=[O:22])=[CH:17][N:16]=[CH:15][N:14]=2)=[CH:5][CH:4]=1)#[N:2]. The yield is 0.910. (4) The reactants are [CH2:1]([O:8][C:9]([N:11]1[CH2:15][CH2:14][CH:13]([CH2:16][OH:17])[CH2:12]1)=[O:10])[C:2]1[CH:7]=[CH:6][CH:5]=[CH:4][CH:3]=1.C(N(CC)CC)C.[C:25]1([CH3:35])[CH:30]=[CH:29][C:28]([S:31](Cl)(=[O:33])=[O:32])=[CH:27][CH:26]=1. The catalyst is ClCCl. The product is [CH2:1]([O:8][C:9]([N:11]1[CH2:15][CH2:14][CH:13]([CH2:16][O:17][S:31]([C:28]2[CH:29]=[CH:30][C:25]([CH3:35])=[CH:26][CH:27]=2)(=[O:33])=[O:32])[CH2:12]1)=[O:10])[C:2]1[CH:7]=[CH:6][CH:5]=[CH:4][CH:3]=1. The yield is 0.880. (5) The reactants are [NH2:1][C:2]1[S:3][C:4]2[C:10]([C:11]3[CH:16]=[CH:15][CH:14]=[CH:13][N:12]=3)=[CH:9][C:8]([O:17][S:18]([C:21]([F:24])([F:23])[F:22])(=[O:20])=[O:19])=[CH:7][C:5]=2[N:6]=1.[CH:25]1N=C[N:27]([C:30](N2C=NC=C2)=[O:31])[CH:26]=1.C(CN)[OH:38]. The catalyst is CN(C=O)C.CCOC(C)=O. The product is [OH:38][CH2:25][CH2:26][NH:27][C:30]([NH:1][C:2]1[S:3][C:4]2[C:10]([C:11]3[CH:16]=[CH:15][CH:14]=[CH:13][N:12]=3)=[CH:9][C:8]([O:17][S:18]([C:21]([F:23])([F:22])[F:24])(=[O:20])=[O:19])=[CH:7][C:5]=2[N:6]=1)=[O:31]. The yield is 0.460. (6) The reactants are [CH2:1]([N:3]([CH2:13][CH3:14])[C:4]1[CH:11]=[CH:10][C:7]([CH:8]=[O:9])=[C:6]([OH:12])[CH:5]=1)[CH3:2].[OH-].[Na+]. The catalyst is CS(C)=O. The product is [CH2:13]([N:3]([CH2:1][CH3:2])[C:4]1[CH:11]=[CH:10][C:7]([CH:8]=[O:9])=[C:6]([O:12][CH2:11][CH2:4][CH2:5][CH3:6])[CH:5]=1)[CH3:14]. The yield is 0.890. (7) The reactants are [CH2:1]([N:8]1[CH2:14][C:13]2[N:15]=[CH:16][C:17]([NH2:19])=[N:18][C:12]=2[O:11][CH2:10][CH2:9]1)[C:2]1[CH:7]=[CH:6][CH:5]=[CH:4][CH:3]=1.[CH3:20][C:21](=O)[CH2:22][CH2:23][C:24](=O)[CH3:25].C(O)(=O)C.C1(C)C=CC=CC=1. The catalyst is C(OCC)(=O)C. The product is [CH2:1]([N:8]1[CH2:14][C:13]2[N:15]=[CH:16][C:17]([N:19]3[C:24]([CH3:25])=[CH:23][CH:22]=[C:21]3[CH3:20])=[N:18][C:12]=2[O:11][CH2:10][CH2:9]1)[C:2]1[CH:3]=[CH:4][CH:5]=[CH:6][CH:7]=1. The yield is 0.460. (8) The reactants are [CH3:1][O:2][C:3]1[CH:33]=[CH:32][C:6]([CH2:7][N:8]2[C:16](=[O:17])[C:15]3[NH:14][C:13]([CH2:18][C:19]4[CH:24]=[CH:23][CH:22]=[C:21]([O:25][C:26]([F:29])([F:28])[F:27])[CH:20]=4)=[N:12][C:11]=3[N:10]([CH3:30])[C:9]2=[O:31])=[CH:5][CH:4]=1.Br.Br[CH2:36][C:37]1[CH:42]=[CH:41][CH:40]=[CH:39][N:38]=1.C(=O)([O-])[O-].[K+].[K+]. The catalyst is CN(C=O)C. The product is [CH3:1][O:2][C:3]1[CH:4]=[CH:5][C:6]([CH2:7][N:8]2[C:16](=[O:17])[C:15]3[N:14]([CH2:36][C:37]4[CH:42]=[CH:41][CH:40]=[CH:39][N:38]=4)[C:13]([CH2:18][C:19]4[CH:24]=[CH:23][CH:22]=[C:21]([O:25][C:26]([F:27])([F:29])[F:28])[CH:20]=4)=[N:12][C:11]=3[N:10]([CH3:30])[C:9]2=[O:31])=[CH:32][CH:33]=1. The yield is 0.590. (9) The reactants are [CH:1]([C@@:4]1([C:10]([N:12]2[CH2:17][CH2:16][N:15]([C:18]3[CH:23]=[C:22]([C:24]([F:27])([F:26])[F:25])[CH:21]=[CH:20][N:19]=3)[CH2:14][CH2:13]2)=[O:11])[CH2:8][C@H:7](N)[CH:6]=[CH:5]1)([CH3:3])[CH3:2].C1(=O)C=CC=CC1=[O:34].Cl.[OH-].[Na+]. The catalyst is CO.O.O1CCCC1. The product is [CH:1]([C@:4]1([C:10]([N:12]2[CH2:17][CH2:16][N:15]([C:18]3[CH:23]=[C:22]([C:24]([F:27])([F:26])[F:25])[CH:21]=[CH:20][N:19]=3)[CH2:14][CH2:13]2)=[O:11])[CH2:5][CH2:6][C:7](=[O:34])[CH2:8]1)([CH3:3])[CH3:2]. The yield is 0.900. (10) The reactants are I[C:2]1[CH:11]=[C:10]2[C:5]([CH:6]=[C:7]([C:13]3[CH:18]=[CH:17][CH:16]=[CH:15][C:14]=3[C:19]([F:22])([F:21])[F:20])[NH:8][C:9]2=[O:12])=[CH:4][CH:3]=1.CC1(C)C2C=CC=C(P(C3C=CC=CC=3)C3C=CC=CC=3)C=2OC2C1=CC=CC=2P(C1C=CC=CC=1)C1C=CC=CC=1.C(=O)([O-])[O-].[Cs+].[Cs+].[NH:71]1[CH2:75][CH2:74][CH2:73][C:72]1=[O:76].[Cl-].[NH4+]. The catalyst is C1C=CC(/C=C/C(/C=C/C2C=CC=CC=2)=O)=CC=1.C1C=CC(/C=C/C(/C=C/C2C=CC=CC=2)=O)=CC=1.C1C=CC(/C=C/C(/C=C/C2C=CC=CC=2)=O)=CC=1.[Pd].[Pd]. The product is [O:76]=[C:72]1[CH2:73][CH2:74][CH2:75][N:71]1[C:2]1[CH:11]=[C:10]2[C:5]([CH:6]=[C:7]([C:13]3[CH:18]=[CH:17][CH:16]=[CH:15][C:14]=3[C:19]([F:22])([F:21])[F:20])[NH:8][C:9]2=[O:12])=[CH:4][CH:3]=1. The yield is 0.820.